This data is from Full USPTO retrosynthesis dataset with 1.9M reactions from patents (1976-2016). The task is: Predict the reactants needed to synthesize the given product. (1) Given the product [CH3:1][O:2][C:3](=[O:13])[CH2:4][C:5]1[CH:10]=[CH:9][C:8]([NH:11][S:24]([C:18]2[CH:23]=[CH:22][CH:21]=[CH:20][CH:19]=2)(=[O:26])=[O:25])=[CH:7][C:6]=1[CH3:12], predict the reactants needed to synthesize it. The reactants are: [CH3:1][O:2][C:3](=[O:13])[CH2:4][C:5]1[CH:10]=[CH:9][C:8]([NH2:11])=[CH:7][C:6]=1[CH3:12].CC(C)=O.[C:18]1([S:24](Cl)(=[O:26])=[O:25])[CH:23]=[CH:22][CH:21]=[CH:20][CH:19]=1. (2) The reactants are: CN(C)[C:3](=[O:5])[CH3:4].[CH3:7][C:8]([CH3:13])([CH3:12])[CH2:9][CH:10]=[CH2:11].N1C(C)=CC(C)=CC=1C. Given the product [CH3:7][C:8]([CH3:13])([CH3:12])[CH2:9][CH:10]1[CH2:11][C:3](=[O:5])[CH2:4]1, predict the reactants needed to synthesize it. (3) Given the product [F:50][C:46]1([F:49])[CH2:47][CH2:48][CH:43]([C:29]2[C:28]3[C@@H:27]([O:51][CH2:52][C:53]4[CH:58]=[CH:57][C:56]([O:59][CH3:60])=[CH:55][CH:54]=4)[CH2:26][C:25]([CH3:62])([CH3:61])[CH2:24][C:23]=3[N:22]=[C:21]([CH:18]3[CH2:17][CH2:16][N:15]([C:12]4[N:13]=[CH:14][C:9]([OH:8])=[CH:10][N:11]=4)[CH2:20][CH2:19]3)[C:30]=2[C@@H:31]([F:42])[C:32]2[CH:33]=[CH:34][C:35]([C:38]([F:39])([F:41])[F:40])=[CH:36][CH:37]=2)[CH2:44][CH2:45]1, predict the reactants needed to synthesize it. The reactants are: [Si]([O:8][C:9]1[CH:10]=[N:11][C:12]([N:15]2[CH2:20][CH2:19][CH:18]([C:21]3[C:30]([C@@H:31]([F:42])[C:32]4[CH:37]=[CH:36][C:35]([C:38]([F:41])([F:40])[F:39])=[CH:34][CH:33]=4)=[C:29]([CH:43]4[CH2:48][CH2:47][C:46]([F:50])([F:49])[CH2:45][CH2:44]4)[C:28]4[C@@H:27]([O:51][CH2:52][C:53]5[CH:58]=[CH:57][C:56]([O:59][CH3:60])=[CH:55][CH:54]=5)[CH2:26][C:25]([CH3:62])([CH3:61])[CH2:24][C:23]=4[N:22]=3)[CH2:17][CH2:16]2)=[N:13][CH:14]=1)(C(C)(C)C)(C)C.[F-].C([N+](CCCC)(CCCC)CCCC)CCC.C1(C)C=CC=CC=1.O. (4) Given the product [OH:2][C:3]1[CH:4]=[C:5]2[C:10](=[CH:11][C:12]=1[O:13][CH3:14])[N:9]=[CH:8][NH:7][C:6]2=[O:15], predict the reactants needed to synthesize it. The reactants are: C[O:2][C:3]1[CH:4]=[C:5]2[C:10](=[CH:11][C:12]=1[O:13][CH3:14])[N:9]=[CH:8][NH:7][C:6]2=[O:15].CS(O)(=O)=O.[OH-].[Na+]. (5) Given the product [C:4]([O:3][C:1]([NH:8][C@H:9]([C:13]([N:25]([O:26][CH3:27])[CH3:24])=[O:15])[CH2:10][CH2:11][CH3:12])=[O:2])([CH3:5])([CH3:6])[CH3:7], predict the reactants needed to synthesize it. The reactants are: [C:1]([NH:8][C@H:9]([C:13]([OH:15])=O)[CH2:10][CH2:11][CH3:12])([O:3][C:4]([CH3:7])([CH3:6])[CH3:5])=[O:2].C(N(CC)CC)C.Cl.[CH3:24][NH:25][O:26][CH3:27].C1CN([P+](ON2N=NC3C=CC=CC2=3)(N2CCCC2)N2CCCC2)CC1.F[P-](F)(F)(F)(F)F.[OH-].[Na+]. (6) Given the product [Br:31][C:8]1[N:7]([CH2:6][O:5][CH2:4][CH2:3][Si:2]([CH3:15])([CH3:14])[CH3:1])[CH:11]=[C:10]([C:12]#[N:13])[N:9]=1, predict the reactants needed to synthesize it. The reactants are: [CH3:1][Si:2]([CH3:15])([CH3:14])[CH2:3][CH2:4][O:5][CH2:6][N:7]1[CH:11]=[C:10]([C:12]#[N:13])[N:9]=[CH:8]1.C[Si](C)(C)CCOCN1C(C#N)=CN=C1.[Br:31]N1C(=O)CCC1=O. (7) Given the product [C:1]([O:5][C:6](=[O:48])[N:7]([CH:9]1[CH2:14][CH2:13][CH:12]([N:15]([C:36]([C:38]2[S:42][C:41]3[CH:43]=[CH:44][CH:45]=[CH:46][C:40]=3[C:39]=2[Cl:47])=[O:37])[CH2:16][C:17]2[CH:18]=[C:19]([C:24]3[CH:25]=[CH:26][C:27]([CH:30]([OH:35])[C:31]([F:33])([F:32])[F:34])=[CH:28][CH:29]=3)[CH:20]=[CH:21][C:22]=2[F:23])[CH2:11][CH2:10]1)[CH3:8])([CH3:4])([CH3:2])[CH3:3], predict the reactants needed to synthesize it. The reactants are: [C:1]([O:5][C:6](=[O:48])[N:7]([CH:9]1[CH2:14][CH2:13][CH:12]([N:15]([C:36]([C:38]2[S:42][C:41]3[CH:43]=[CH:44][CH:45]=[CH:46][C:40]=3[C:39]=2[Cl:47])=[O:37])[CH2:16][C:17]2[CH:18]=[C:19]([C:24]3[CH:29]=[CH:28][C:27]([C:30](=[O:35])[C:31]([F:34])([F:33])[F:32])=[CH:26][CH:25]=3)[CH:20]=[CH:21][C:22]=2[F:23])[CH2:11][CH2:10]1)[CH3:8])([CH3:4])([CH3:3])[CH3:2].[BH4-].[Na+].O. (8) Given the product [F:24][C:22]1[CH:21]=[CH:20][C:19]([O:25][CH3:26])=[C:18]([CH:23]=1)[CH2:17][NH:16][C:7]1[CH:6]=[C:5]([NH2:4])[C:14]2[C:9](=[CH:10][CH:11]=[C:12]([NH:34][CH2:33][C:29]3[CH:28]=[N:27][CH:32]=[CH:31][CH:30]=3)[CH:13]=2)[N:8]=1, predict the reactants needed to synthesize it. The reactants are: C([NH:4][C:5]1[C:14]2[C:9](=[CH:10][CH:11]=[C:12](Cl)[CH:13]=2)[N:8]=[C:7]([NH:16][CH2:17][C:18]2[CH:23]=[C:22]([F:24])[CH:21]=[CH:20][C:19]=2[O:25][CH3:26])[CH:6]=1)C=C.[N:27]1[CH:32]=[CH:31][CH:30]=[C:29]([CH2:33][NH2:34])[CH:28]=1.